From a dataset of Full USPTO retrosynthesis dataset with 1.9M reactions from patents (1976-2016). Predict the reactants needed to synthesize the given product. (1) Given the product [OH:29][C:26]1[CH:25]=[CH:24][C:23]([C:20]2[N:19]=[N:18][C:17]([NH:15][NH:16][C:56](=[O:57])[CH2:55][O:54][C:47]3[C:48]4[C:53](=[CH:52][CH:51]=[CH:50][CH:49]=4)[N:44]=[CH:45][CH:46]=3)=[N:22][CH:21]=2)=[CH:28][CH:27]=1, predict the reactants needed to synthesize it. The reactants are: N(C1N=NC(C2C=CC=CC=2)=CN=1)N.[NH:15]([C:17]1[N:18]=[N:19][C:20]([C:23]2[CH:28]=[CH:27][C:26]([OH:29])=[CH:25][CH:24]=2)=[CH:21][N:22]=1)[NH2:16].N1C2C(=CC(CC(O)=O)=CC=2)C=CC=1.[N:44]1[C:53]2[C:48](=[CH:49][CH:50]=[CH:51][CH:52]=2)[C:47]([O:54][CH2:55][C:56](O)=[O:57])=[CH:46][CH:45]=1. (2) Given the product [CH3:35][O:36][C:2]1[CH:7]=[CH:6][C:5]([C:8]([F:11])([F:10])[F:9])=[CH:4][C:3]=1[S:12]([NH:15][C:16]1[CH:21]=[CH:20][CH:19]=[CH:18][C:17]=1[NH:22][S:23]([C:26]1[S:30][C:29]2[CH:31]=[CH:32][CH:33]=[CH:34][C:28]=2[CH:27]=1)(=[O:25])=[O:24])(=[O:14])=[O:13], predict the reactants needed to synthesize it. The reactants are: Cl[C:2]1[CH:7]=[CH:6][C:5]([C:8]([F:11])([F:10])[F:9])=[CH:4][C:3]=1[S:12]([NH:15][C:16]1[CH:21]=[CH:20][CH:19]=[CH:18][C:17]=1[NH:22][S:23]([C:26]1[S:30][C:29]2[CH:31]=[CH:32][CH:33]=[CH:34][C:28]=2[CH:27]=1)(=[O:25])=[O:24])(=[O:14])=[O:13].[CH3:35][O-:36].[Na+]. (3) Given the product [O:1]1[C:6]2[CH:7]=[CH:8][C:9]([N:11]3[CH2:15][C@@H:14]([C:16]([OH:23])=[O:17])[O:13][C:12]3=[O:18])=[CH:10][C:5]=2[O:4][CH2:3][CH2:2]1, predict the reactants needed to synthesize it. The reactants are: [O:1]1[C:6]2[CH:7]=[CH:8][C:9]([N:11]3[CH2:15][C@@H:14]([CH2:16][OH:17])[O:13][C:12]3=[O:18])=[CH:10][C:5]=2[O:4][CH2:3][CH2:2]1.C(OC[C@H]1OC1)(=[O:23])CCC.C(OC1C(OC(=O)C)=C(I)C=CC=1)(=O)C.CC1(C)N([O])C(C)(C)CCC1.C([O-])([O-])=O.[Na+].[Na+]. (4) Given the product [F:14][CH:15]([F:18])[CH2:16][O:17][C:2]1[N:10]=[CH:9][C:8]([N+:11]([O-:13])=[O:12])=[CH:7][C:3]=1[C:4]([OH:6])=[O:5], predict the reactants needed to synthesize it. The reactants are: Cl[C:2]1[N:10]=[CH:9][C:8]([N+:11]([O-:13])=[O:12])=[CH:7][C:3]=1[C:4]([OH:6])=[O:5].[F:14][CH:15]([F:18])[CH2:16][OH:17].CC([O-])(C)C.[K+].C(Cl)Cl.CCO. (5) Given the product [ClH:1].[ClH:1].[CH3:36][N:8]([CH3:7])[C:9]1[CH:10]=[CH:11][C:12]([CH2:13][CH2:14][N:15]([CH2:17][CH2:18][N:19]2[C:25]3[CH:26]=[CH:27][CH:28]=[CH:29][C:24]=3[CH2:23][O:22][C:21]3[CH:30]=[CH:31][CH:32]=[CH:33][C:20]2=3)[CH3:16])=[CH:34][CH:35]=1, predict the reactants needed to synthesize it. The reactants are: [ClH:1].C(OCC)C.[CH3:7][N:8]([CH3:36])[C:9]1[CH:35]=[CH:34][C:12]([CH2:13][CH2:14][N:15]([CH2:17][CH2:18][N:19]2[C:25]3[CH:26]=[CH:27][CH:28]=[CH:29][C:24]=3[CH2:23][O:22][C:21]3[CH:30]=[CH:31][CH:32]=[CH:33][C:20]2=3)[CH3:16])=[CH:11][CH:10]=1. (6) Given the product [Cl:1][C:2]1[CH:3]=[CH:4][C:5]([C:23]#[N:24])=[C:6]([C:8]2[CH:13]=[CH:12][N:11]([CH:14]([CH2:18][CH2:19][CH2:20][CH3:21])[C:15]([NH:34][C:33]3[CH:35]=[CH:36][C:30]([C:29]4[NH:28][N:27]=[N:26][N:25]=4)=[CH:31][CH:32]=3)=[O:16])[C:10](=[O:22])[CH:9]=2)[CH:7]=1, predict the reactants needed to synthesize it. The reactants are: [Cl:1][C:2]1[CH:3]=[CH:4][C:5]([C:23]#[N:24])=[C:6]([C:8]2[CH:13]=[CH:12][N:11]([CH:14]([CH2:18][CH2:19][CH2:20][CH3:21])[C:15](O)=[O:16])[C:10](=[O:22])[CH:9]=2)[CH:7]=1.[NH:25]1[C:29]([C:30]2[CH:36]=[CH:35][C:33]([NH2:34])=[CH:32][CH:31]=2)=[N:28][N:27]=[N:26]1. (7) The reactants are: [CH:1]1[C:6]([OH:7])=[CH:5][CH:4]=[C:3]([CH3:8])[CH:2]=1.C(=O)([O-])[O-].[K+].[K+].Br[CH2:16][C:17]([O:19][CH2:20][CH3:21])=[O:18]. Given the product [C:3]1([CH3:8])[CH:4]=[CH:5][C:6]([O:7][CH2:16][C:17]([O:19][CH2:20][CH3:21])=[O:18])=[CH:1][CH:2]=1, predict the reactants needed to synthesize it. (8) Given the product [CH2:1]([N:3]1[CH:7]=[CH:6][C:5]([CH2:8][OH:9])=[N:4]1)[CH3:2], predict the reactants needed to synthesize it. The reactants are: [CH2:1]([N:3]1[CH:7]=[CH:6][C:5]([C:8](O)=[O:9])=[N:4]1)[CH3:2].[N+](=C[Si](C)(C)C)=[N-].C1COCC1.[H-].[Al+3].[Li+].[H-].[H-].[H-]. (9) The reactants are: CC(C[AlH]CC(C)C)C.[Br:10][C:11]1[C:12]([CH2:22][Br:23])=[C:13]([CH:18]=[C:19]([F:21])[CH:20]=1)[C:14](OC)=[O:15]. Given the product [Br:10][C:11]1[C:12]([CH2:22][Br:23])=[C:13]([CH2:14][OH:15])[CH:18]=[C:19]([F:21])[CH:20]=1, predict the reactants needed to synthesize it. (10) Given the product [CH2:20]([O:27][C:28]1[CH:35]=[CH:34][C:31]([CH2:32][C:17]#[N:18])=[CH:30][C:29]=1[Cl:36])[C:21]1[CH:26]=[CH:25][CH:24]=[CH:23][CH:22]=1, predict the reactants needed to synthesize it. The reactants are: CC([O-])(C)C.[K+].CC1C=CC(S([CH2:17][N+:18]#[C-])(=O)=O)=CC=1.[CH2:20]([O:27][C:28]1[CH:35]=[CH:34][C:31]([CH:32]=O)=[CH:30][C:29]=1[Cl:36])[C:21]1[CH:26]=[CH:25][CH:24]=[CH:23][CH:22]=1.CO.